Predict which catalyst facilitates the given reaction. From a dataset of Catalyst prediction with 721,799 reactions and 888 catalyst types from USPTO. Reactant: [CH3:1][O:2][C:3]1[CH:15]=[CH:14][C:6]([CH2:7][NH:8][CH2:9][C:10]([O:12][CH3:13])=[O:11])=[CH:5][CH:4]=1.C(N(CC)CC)C.Br.[Br:24][C:25]1[CH:26]=[C:27]([CH2:32]Br)[C:28]([NH2:31])=[N:29][CH:30]=1.O. Product: [NH2:31][C:28]1[C:27]([CH2:32][N:8]([CH2:7][C:6]2[CH:5]=[CH:4][C:3]([O:2][CH3:1])=[CH:15][CH:14]=2)[CH2:9][C:10]([O:12][CH3:13])=[O:11])=[CH:26][C:25]([Br:24])=[CH:30][N:29]=1. The catalyst class is: 39.